This data is from Catalyst prediction with 721,799 reactions and 888 catalyst types from USPTO. The task is: Predict which catalyst facilitates the given reaction. (1) Reactant: [NH:1]1[CH2:5][CH:4]=[CH:3][CH2:2]1.C(N(CC)CC)C.Cl[C:14]([O:16][CH3:17])=[O:15]. Product: [CH3:17][O:16][C:14]([N:1]1[CH2:5][CH:4]=[CH:3][CH2:2]1)=[O:15]. The catalyst class is: 4. (2) Reactant: [NH2:1][C:2]1[N:7]=[C:6]([C:8]2[CH:15]=[CH:14][C:11]([C:12]#[N:13])=[C:10](F)[CH:9]=2)[CH:5]=[C:4]([N:17]2[CH2:22][CH2:21]O[CH:19]([C:23]3[NH:27][C:26]4[CH:28]=[CH:29][C:30]([Cl:32])=[CH:31][C:25]=4[N:24]=3)[CH2:18]2)[N:3]=1.[OH2:33].[NH2:34][NH2:35]. Product: [NH2:1][C:2]1[N:7]=[C:6]([C:8]2[CH:9]=[C:10]3[C:11]([C:12]([NH2:13])=[N:34][NH:35]3)=[CH:14][CH:15]=2)[CH:5]=[C:4]([N:17]2[CH2:22][CH2:21][O:33][CH:19]([C:23]3[NH:27][C:26]4[CH:28]=[CH:29][C:30]([Cl:32])=[CH:31][C:25]=4[N:24]=3)[CH2:18]2)[N:3]=1. The catalyst class is: 8. (3) The catalyst class is: 5. Reactant: C([N:8]1[CH2:12][CH2:11][C:10]([C:14]2[CH:19]=[C:18]([F:20])[CH:17]=[C:16]([F:21])[CH:15]=2)([F:13])[CH2:9]1)C1C=CC=CC=1.C([O-])=O.[NH4+]. Product: [F:21][C:16]1[CH:15]=[C:14]([C:10]2([F:13])[CH2:11][CH2:12][NH:8][CH2:9]2)[CH:19]=[C:18]([F:20])[CH:17]=1.